The task is: Predict the reaction yield, written as a fraction of the theoretical maximum amount of product (1.0 means a 100% yield; for example, 0.34 means a 34% yield).. This data is from Reaction yield outcomes from USPTO patents with 853,638 reactions. The reactants are [Br:1][C:2]1[CH:3]=[C:4]([C:20]2[CH:25]=[CH:24][N:23]=[CH:22][CH:21]=2)[S:5][C:6]=1[C:7]1[N:11]=[CH:10][N:9](COCC[Si](C)(C)C)[N:8]=1.C(Cl)Cl.FC(F)(F)C(O)=O.C([O-])(O)=O.[Na+]. The catalyst is CCOC(C)=O. The product is [Br:1][C:2]1[CH:3]=[C:4]([C:20]2[CH:25]=[CH:24][N:23]=[CH:22][CH:21]=2)[S:5][C:6]=1[C:7]1[NH:11][CH:10]=[N:9][N:8]=1. The yield is 0.540.